Task: Predict the reactants needed to synthesize the given product.. Dataset: Full USPTO retrosynthesis dataset with 1.9M reactions from patents (1976-2016) (1) Given the product [Cl:9][C:3]1[CH:4]=[C:5]([Cl:8])[N:6]=[CH:7][C:2]=1[C:10]1([OH:14])[CH2:13][CH2:12][CH2:11]1, predict the reactants needed to synthesize it. The reactants are: Br[C:2]1[C:3]([Cl:9])=[CH:4][C:5]([Cl:8])=[N:6][CH:7]=1.[C:10]1(=[O:14])[CH2:13][CH2:12][CH2:11]1. (2) Given the product [ClH:16].[O:4]1[C:5]2[C:6](=[N:7][CH:8]=[CH:9][CH:10]=2)[C:2](=[O:1])[CH2:3]1, predict the reactants needed to synthesize it. The reactants are: [OH:1][C:2]1[C:6]2=[N:7][CH:8]=[CH:9][CH:10]=[C:5]2[O:4][C:3]=1C(OCC)=O.[ClH:16]. (3) Given the product [Br:1][C:2]1[CH:25]=[C:24]([Cl:26])[CH:23]=[CH:22][C:3]=1[O:4][C:5]1[N:9]([CH3:10])[C:8]2[C:11]([CH:17]([CH2:18][CH3:19])[CH2:20][CH3:21])=[CH:12][CH:13]=[C:14]([OH:15])[C:7]=2[N:6]=1, predict the reactants needed to synthesize it. The reactants are: [Br:1][C:2]1[CH:25]=[C:24]([Cl:26])[CH:23]=[CH:22][C:3]=1[O:4][C:5]1[N:9]([CH3:10])[C:8]2[C:11]([CH:17]([CH2:20][CH3:21])[CH2:18][CH3:19])=[CH:12][CH:13]=[C:14]([O:15]C)[C:7]=2[N:6]=1.B(Br)(Br)Br.